Task: Predict the product of the given reaction.. Dataset: Forward reaction prediction with 1.9M reactions from USPTO patents (1976-2016) (1) Given the reactants [C:1]([O:5][C:6]([N:8]1[CH2:22][C@@H:21]([CH3:23])[N:11]2[C:12]3[CH:13]=[C:14]([CH3:20])[C:15](Br)=[CH:16][C:17]=3[CH:18]=[C:10]2[CH2:9]1)=[O:7])([CH3:4])([CH3:3])[CH3:2], predict the reaction product. The product is: [C:1]([O:5][C:6]([N:8]1[CH2:22][C@@H:21]([CH3:23])[N:11]2[C:12]3[CH:13]=[C:14]([CH3:20])[CH:15]=[CH:16][C:17]=3[CH:18]=[C:10]2[CH2:9]1)=[O:7])([CH3:4])([CH3:2])[CH3:3]. (2) Given the reactants C(O[C:4](=[O:30])[C:5]1[CH:10]=[C:9]([F:11])[C:8]([N:12]2[CH2:16][CH2:15][C@H:14]([NH:17][C:18]([O:20][C:21]([CH3:24])([CH3:23])[CH3:22])=[O:19])[CH2:13]2)=C(Cl)[C:6]=1[NH:26][CH:27]1[CH2:29][CH2:28]1)C.C([O:35][C:36](=O)[NH:37][C@H]1CCNC1)(C)(C)C.C([N:46](CC)CC)C, predict the reaction product. The product is: [C:21]([O:20][C:18](=[O:19])[NH:17][C@H:14]1[CH2:15][CH2:16][N:12]([C:8]2[C:9]([F:11])=[CH:10][C:5]3[C:4](=[O:30])[NH:37][C:36](=[O:35])[N:26]([CH:27]4[CH2:28][CH2:29]4)[C:6]=3[N:46]=2)[CH2:13]1)([CH3:23])([CH3:22])[CH3:24]. (3) Given the reactants [S:1]1[C:5]([C:6]2[N:10]3[CH2:11][CH2:12][NH:13][CH2:14][C:9]3=[N:8][N:7]=2)=[N:4][CH:3]=[N:2]1.C(N(CC)CC)C.[Cl:22][C:23]1[C:31]([Cl:32])=[CH:30][CH:29]=[CH:28][C:24]=1[C:25](Cl)=[O:26].C([O-])(O)=O.[Na+], predict the reaction product. The product is: [Cl:22][C:23]1[C:31]([Cl:32])=[CH:30][CH:29]=[CH:28][C:24]=1[C:25]([N:13]1[CH2:12][CH2:11][N:10]2[C:6]([C:5]3[S:1][N:2]=[CH:3][N:4]=3)=[N:7][N:8]=[C:9]2[CH2:14]1)=[O:26]. (4) The product is: [O:14]1[CH2:18][CH2:17][CH:16]([CH2:19][NH:20][C:10]([C:7]2[CH:6]=[C:5]([CH2:1][CH2:2][CH2:3][CH3:4])[O:9][N:8]=2)=[O:12])[CH2:15]1. Given the reactants [CH2:1]([C:5]1[O:9][N:8]=[C:7]([C:10]([OH:12])=O)[CH:6]=1)[CH2:2][CH2:3][CH3:4].Cl.[O:14]1[CH2:18][CH2:17][CH:16]([CH2:19][NH2:20])[CH2:15]1.C(N(CC)CC)C.ON1C2C=CC=CC=2N=N1.Cl.C(N=C=NCCCN(C)C)C, predict the reaction product.